Dataset: Full USPTO retrosynthesis dataset with 1.9M reactions from patents (1976-2016). Task: Predict the reactants needed to synthesize the given product. Given the product [C:1]([NH:4][C:5]1[S:6][C:7]2[CH:13]=[CH:12][CH:11]=[C:10]([O:14][C:15]3[N:20]=[CH:19][N:18]=[C:17]([C:21]4[CH:26]=[CH:25][C:24]([C:27]([F:29])([F:30])[F:28])=[CH:23][C:22]=4[NH:31][C:32]([C@@H:34]4[CH2:38][CH2:37][CH2:36][N:35]4[CH:40]([CH3:42])[CH3:39])=[O:33])[CH:16]=3)[C:8]=2[N:9]=1)(=[O:3])[CH3:2], predict the reactants needed to synthesize it. The reactants are: [C:1]([NH:4][C:5]1[S:6][C:7]2[CH:13]=[CH:12][CH:11]=[C:10]([O:14][C:15]3[N:20]=[CH:19][N:18]=[C:17]([C:21]4[CH:26]=[CH:25][C:24]([C:27]([F:30])([F:29])[F:28])=[CH:23][C:22]=4[NH:31][C:32]([C@@H:34]4[CH2:38][CH2:37][CH2:36][NH:35]4)=[O:33])[CH:16]=3)[C:8]=2[N:9]=1)(=[O:3])[CH3:2].[CH3:39][C:40]([CH3:42])=O.